Dataset: Catalyst prediction with 721,799 reactions and 888 catalyst types from USPTO. Task: Predict which catalyst facilitates the given reaction. (1) Product: [CH3:49][O:50][C:51]1[CH:56]=[C:55]([O:57][CH3:58])[CH:54]=[CH:53][C:52]=1[C:59]1[CH:64]=[CH:63][CH:62]=[C:61]([NH:65][C:22]([C:17]2[C:18](=[O:21])[O:19][C:20]3[C:15]([CH:16]=2)=[CH:14][CH:13]=[CH:12][C:11]=3[OH:10])=[O:24])[CH:60]=1. The catalyst class is: 3. Reactant: CCN(C(C)C)C(C)C.[OH:10][C:11]1[CH:12]=[CH:13][CH:14]=[C:15]2[C:20]=1[O:19][C:18](=[O:21])[C:17]([C:22]([OH:24])=O)=[CH:16]2.CN(C(ON1N=NC2C=CC=NC1=2)=[N+](C)C)C.F[P-](F)(F)(F)(F)F.[CH3:49][O:50][C:51]1[CH:56]=[C:55]([O:57][CH3:58])[CH:54]=[CH:53][C:52]=1[C:59]1[CH:64]=[CH:63][CH:62]=[C:61]([NH2:65])[CH:60]=1. (2) Reactant: F[C:2]1[CH:7]=[CH:6][C:5]([N+:8]([O-:10])=[O:9])=[CH:4][CH:3]=1.[CH3:11][C:12]1[N:16]=[CH:15][NH:14][N:13]=1.C([O-])([O-])=O.[K+].[K+]. Product: [CH3:11][C:12]1[N:16]=[CH:15][N:14]([C:2]2[CH:7]=[CH:6][C:5]([N+:8]([O-:10])=[O:9])=[CH:4][CH:3]=2)[N:13]=1. The catalyst class is: 3. (3) Reactant: [C:1]([NH:5]/[CH:6]=[C:7](\[C:14]([O:16][CH3:17])=[O:15])/[CH:8]=[CH:9]/[C:10]([O:12]C)=O)([CH3:4])([CH3:3])[CH3:2].[CH3:18][O-].[Na+]. Product: [C:1]([N:5]1[C:10](=[O:12])[CH:9]=[CH:8][C:7]([C:14]([O:16][CH2:17][CH3:18])=[O:15])=[CH:6]1)([CH3:2])([CH3:3])[CH3:4]. The catalyst class is: 5. (4) Reactant: [CH3:1][C@H:2]1[CH2:7][O:6][CH2:5][CH2:4][N:3]1[C:8]1[CH:13]=[C:12]([C:14]([S:17]([CH3:20])(=[O:19])=[O:18])([CH3:16])[CH3:15])[N:11]=[C:10]([C:21]2[S:25][C:24]([NH2:26])=[N:23][CH:22]=2)[N:9]=1.Cl[C:28]([O:30][C:31]1[CH:36]=[CH:35][CH:34]=[CH:33][CH:32]=1)=[O:29].C(=O)([O-])O.[Na+]. Product: [CH3:1][C@H:2]1[CH2:7][O:6][CH2:5][CH2:4][N:3]1[C:8]1[CH:13]=[C:12]([C:14]([S:17]([CH3:20])(=[O:19])=[O:18])([CH3:15])[CH3:16])[N:11]=[C:10]([C:21]2[S:25][C:24]([NH:26][C:28](=[O:29])[O:30][C:31]3[CH:36]=[CH:35][CH:34]=[CH:33][CH:32]=3)=[N:23][CH:22]=2)[N:9]=1. The catalyst class is: 155. (5) Reactant: [CH3:1][O:2][C:3]1[N:8]=[CH:7][C:6]([NH2:9])=[CH:5][CH:4]=1.N1C=CC=CC=1.[C:16]1([O:22][C:23](Cl)=[O:24])[CH:21]=[CH:20][CH:19]=[CH:18][CH:17]=1.O. Product: [C:16]1([O:22][C:23](=[O:24])[NH:9][C:6]2[CH:7]=[N:8][C:3]([O:2][CH3:1])=[CH:4][CH:5]=2)[CH:21]=[CH:20][CH:19]=[CH:18][CH:17]=1. The catalyst class is: 2. (6) Reactant: [Cl:1][C:2]1[CH:7]=[CH:6][C:5]([CH:8](O)[C@@H:9]2[CH2:13][CH2:12][N:11]([C:14]([O:16][C:17]([CH3:20])([CH3:19])[CH3:18])=[O:15])[CH2:10]2)=[CH:4][C:3]=1[F:22].C1(P(C2C=CC=CC=2)C2C=CC=CC=2)C=CC=CC=1.N(C(OC(C)C)=O)=NC(OC(C)C)=O.[CH3:56][S:57][C:58]1[N:63]=[C:62]([C:64]2[CH:69]=[CH:68][NH:67][C:66](=[O:70])[CH:65]=2)[CH:61]=[CH:60][N:59]=1. Product: [Cl:1][C:2]1[CH:7]=[CH:6][C:5]([C@H:8]([N:67]2[CH:68]=[CH:69][C:64]([C:62]3[CH:61]=[CH:60][N:59]=[C:58]([S:57][CH3:56])[N:63]=3)=[CH:65][C:66]2=[O:70])[C@@H:9]2[CH2:13][CH2:12][N:11]([C:14]([O:16][C:17]([CH3:20])([CH3:19])[CH3:18])=[O:15])[CH2:10]2)=[CH:4][C:3]=1[F:22].[Cl:1][C:2]1[CH:7]=[CH:6][C:5]([C@@H:8]([N:67]2[CH:68]=[CH:69][C:64]([C:62]3[CH:61]=[CH:60][N:59]=[C:58]([S:57][CH3:56])[N:63]=3)=[CH:65][C:66]2=[O:70])[C@@H:9]2[CH2:13][CH2:12][N:11]([C:14]([O:16][C:17]([CH3:20])([CH3:19])[CH3:18])=[O:15])[CH2:10]2)=[CH:4][C:3]=1[F:22]. The catalyst class is: 2. (7) Reactant: [NH2:1][C:2]1[C:10]([Br:11])=[CH:9][CH:8]=[CH:7][C:3]=1[C:4]([OH:6])=O.Cl.[CH3:13][S:14]([CH2:17][CH2:18][NH2:19])(=[O:16])=[O:15].CCN(C(C)C)C(C)C.C(P1(=O)OP(CCC)(=O)OP(CCC)(=O)O1)CC. Product: [NH2:1][C:2]1[C:10]([Br:11])=[CH:9][CH:8]=[CH:7][C:3]=1[C:4]([NH:19][CH2:18][CH2:17][S:14]([CH3:13])(=[O:16])=[O:15])=[O:6]. The catalyst class is: 25. (8) Reactant: [CH3:1][O:2][C:3]1[CH:8]=[CH:7][C:6]([C:9]2[N:10]=[C:11]([S:21][CH3:22])[O:12][C:13]=2[C:14]2[CH:19]=[CH:18][C:17]([OH:20])=[CH:16][CH:15]=2)=[CH:5][CH:4]=1.Br[CH2:24][CH2:25][NH:26][C:27](=[O:33])[O:28][C:29]([CH3:32])([CH3:31])[CH3:30].C(=O)([O-])[O-].[K+].[K+].[I-].[K+]. Product: [CH3:1][O:2][C:3]1[CH:8]=[CH:7][C:6]([C:9]2[N:10]=[C:11]([S:21][CH3:22])[O:12][C:13]=2[C:14]2[CH:19]=[CH:18][C:17]([O:20][CH2:24][CH2:25][NH:26][C:27](=[O:33])[O:28][C:29]([CH3:32])([CH3:31])[CH3:30])=[CH:16][CH:15]=2)=[CH:5][CH:4]=1. The catalyst class is: 9. (9) Reactant: [Cl:1][C:2]1[CH:3]=[C:4]([CH:7]=[C:8]([O:10][C:11]2[C:16](=[O:17])[N:15]([CH2:18][C:19]3[C:20]([O:27]CC4C=CC(OC)=CC=4)=[N:21][C:22]([NH:25][CH3:26])=[N:23][CH:24]=3)[CH:14]=[N:13][C:12]=2[C:37]([F:40])([F:39])[F:38])[CH:9]=1)[C:5]#[N:6].C(#N)C.O=[N+]([O-])[O-].[O-][N+](=O)[O-].[O-][N+](=O)[O-].[O-][N+](=O)[O-].[O-][N+](=O)[O-].[O-][N+](=O)[O-].[Ce+4].[NH4+].[NH4+]. Product: [Cl:1][C:2]1[CH:3]=[C:4]([CH:7]=[C:8]([O:10][C:11]2[C:16](=[O:17])[N:15]([CH2:18][C:19]3[C:20](=[O:27])[NH:21][C:22]([NH:25][CH3:26])=[N:23][CH:24]=3)[CH:14]=[N:13][C:12]=2[C:37]([F:39])([F:40])[F:38])[CH:9]=1)[C:5]#[N:6]. The catalyst class is: 6. (10) Reactant: [F:1][C:2]([F:32])([F:31])[C:3]1[CH:4]=[C:5]([CH2:13][O:14][C@@H:15]2[CH2:21][CH2:20][C@@H:19]3[NH:22][C@@:16]2([C:25]2[CH:30]=[CH:29][CH:28]=[CH:27][CH:26]=2)[CH2:17][C@H:18]3[CH2:23][OH:24])[CH:6]=[C:7]([C:9]([F:12])([F:11])[F:10])[CH:8]=1.CC(OI1(OC(C)=O)(OC(C)=O)OC(=O)C2C=CC=CC1=2)=O.S([O-])(O)=O.[Na+].C(=O)([O-])O.[Na+]. Product: [F:11][C:9]([F:10])([F:12])[C:7]1[CH:6]=[C:5]([CH2:13][O:14][C@@H:15]2[CH2:21][CH2:20][C@@H:19]3[NH:22][C@@:16]2([C:25]2[CH:30]=[CH:29][CH:28]=[CH:27][CH:26]=2)[CH2:17][C@H:18]3[CH:23]=[O:24])[CH:4]=[C:3]([C:2]([F:1])([F:31])[F:32])[CH:8]=1. The catalyst class is: 4.